Dataset: Peptide-MHC class II binding affinity with 134,281 pairs from IEDB. Task: Regression. Given a peptide amino acid sequence and an MHC pseudo amino acid sequence, predict their binding affinity value. This is MHC class II binding data. (1) The peptide sequence is TWQGGSGMASHIIYE. The MHC is HLA-DQA10501-DQB10301 with pseudo-sequence HLA-DQA10501-DQB10301. The binding affinity (normalized) is 0.663. (2) The peptide sequence is LDKRQFELYKRTDIV. The MHC is DRB1_1301 with pseudo-sequence DRB1_1301. The binding affinity (normalized) is 0.541. (3) The peptide sequence is GELQIVDKIDFAFKI. The MHC is DRB1_1201 with pseudo-sequence DRB1_1201. The binding affinity (normalized) is 0.552. (4) The peptide sequence is PICPGYRWMCLRRFIIFL. The MHC is HLA-DQA10301-DQB10302 with pseudo-sequence HLA-DQA10301-DQB10302. The binding affinity (normalized) is 0.144.